This data is from Aqueous solubility values for 9,982 compounds from the AqSolDB database. The task is: Regression/Classification. Given a drug SMILES string, predict its absorption, distribution, metabolism, or excretion properties. Task type varies by dataset: regression for continuous measurements (e.g., permeability, clearance, half-life) or binary classification for categorical outcomes (e.g., BBB penetration, CYP inhibition). For this dataset (solubility_aqsoldb), we predict Y. The drug is OC[C@H]1O[C@H](O)[C@H](O)[C@@H](O)[C@@H]1O. The Y is 0.443 log mol/L.